Dataset: Full USPTO retrosynthesis dataset with 1.9M reactions from patents (1976-2016). Task: Predict the reactants needed to synthesize the given product. Given the product [Br:14][C:15]1[CH:20]=[C:19]([N:12]2[C:11]3[CH:10]=[CH:9][CH:8]=[CH:7][C:6]=3[C:5]3[C:13]2=[CH:1][CH:2]=[CH:3][CH:4]=3)[CH:18]=[N:17][CH:16]=1, predict the reactants needed to synthesize it. The reactants are: [CH:1]1[C:13]2[NH:12][C:11]3[C:6](=[CH:7][CH:8]=[CH:9][CH:10]=3)[C:5]=2[CH:4]=[CH:3][CH:2]=1.[Br:14][C:15]1[CH:16]=[N:17][CH:18]=[C:19](Br)[CH:20]=1.C(=O)([O-])[O-].[K+].[K+].C1OCCOCCOCCOCCOCCOC1.